Dataset: Reaction yield outcomes from USPTO patents with 853,638 reactions. Task: Predict the reaction yield, written as a fraction of the theoretical maximum amount of product (1.0 means a 100% yield; for example, 0.34 means a 34% yield). (1) The reactants are [O:1]1[C:5]2[CH:6]=[CH:7][C:8]([NH:10][C:11]([C:13]3[C:21]4[C:16](=[CH:17][CH:18]=[CH:19][CH:20]=4)[NH:15][N:14]=3)=[O:12])=[CH:9][C:4]=2[O:3][CH2:2]1.[CH3:22][S:23]([C:26]1[CH:34]=[CH:33][C:29]([C:30](O)=[O:31])=[CH:28][CH:27]=1)(=[O:25])=[O:24].F[P-](F)(F)(F)(F)F.N1(O[P+](N2CCCC2)(N2CCCC2)N2CCCC2)C2C=CC=CC=2N=N1.C(N(C(C)C)CC)(C)C. The catalyst is CN(C=O)C. The product is [O:1]1[C:5]2[CH:6]=[CH:7][C:8]([NH:10][C:11]([C:13]3[C:21]4[C:16](=[CH:17][CH:18]=[CH:19][CH:20]=4)[N:15]([C:30](=[O:31])[C:29]4[CH:28]=[CH:27][C:26]([S:23]([CH3:22])(=[O:25])=[O:24])=[CH:34][CH:33]=4)[N:14]=3)=[O:12])=[CH:9][C:4]=2[O:3][CH2:2]1. The yield is 0.100. (2) The yield is 0.810. The product is [Br:11][C:12]1[CH:19]=[CH:18][CH:17]=[CH:16][C:13]=1[CH:14]([C:5]1[CH:6]=[CH:7][CH:8]=[C:3]([O:2][CH3:1])[CH:4]=1)[OH:15]. The reactants are [CH3:1][O:2][C:3]1[CH:4]=[C:5]([Mg]Br)[CH:6]=[CH:7][CH:8]=1.[Br:11][C:12]1[CH:19]=[CH:18][CH:17]=[CH:16][C:13]=1[CH:14]=[O:15].[NH4+].[Cl-]. The catalyst is C1COCC1. (3) The product is [F:1][C:2]1[CH:3]=[CH:4][C:5]([O:19][CH2:20][C:21]([N:27]([CH:24]([CH3:26])[CH3:25])[NH:28][C:29]([C:31]2[O:32][CH:33]=[CH:34][C:35]=2[CH3:36])=[O:30])=[O:22])=[C:6]([C:8]2[CH:13]=[CH:12][CH:11]=[CH:10][C:9]=2[O:14][C:15]([F:18])([F:17])[F:16])[CH:7]=1. The catalyst is CN(C=O)C. The reactants are [F:1][C:2]1[CH:3]=[CH:4][C:5]([O:19][CH2:20][C:21](O)=[O:22])=[C:6]([C:8]2[CH:13]=[CH:12][CH:11]=[CH:10][C:9]=2[O:14][C:15]([F:18])([F:17])[F:16])[CH:7]=1.[CH:24]([NH:27][NH:28][C:29]([C:31]1[O:32][CH:33]=[CH:34][C:35]=1[CH3:36])=[O:30])([CH3:26])[CH3:25].C(NC(C)C)(C)C.C1CN([P+](Br)(N2CCCC2)N2CCCC2)CC1.F[P-](F)(F)(F)(F)F. The yield is 0.570.